This data is from Full USPTO retrosynthesis dataset with 1.9M reactions from patents (1976-2016). The task is: Predict the reactants needed to synthesize the given product. (1) Given the product [CH3:1][C:2]1[N:3]([CH:18]([CH:20]([S:34][CH3:33])[CH3:21])[CH3:19])[C:4]2[C:9]([C:10]=1[C:11]([O:13][C:14]([CH3:17])([CH3:16])[CH3:15])=[O:12])=[CH:8][CH:7]=[CH:6][CH:5]=2, predict the reactants needed to synthesize it. The reactants are: [CH3:1][C:2]1[N:3]([CH:18]([CH:20](OS(C2C=CC(C)=CC=2)(=O)=O)[CH3:21])[CH3:19])[C:4]2[C:9]([C:10]=1[C:11]([O:13][C:14]([CH3:17])([CH3:16])[CH3:15])=[O:12])=[CH:8][CH:7]=[CH:6][CH:5]=2.[CH3:33][S-:34].[Na+]. (2) Given the product [CH:20]1([C:18]([N:16]2[CH2:17][CH:14]([CH2:13][N:12]3[CH:11]=[N:10][N:9]=[C:8]3[C:5]3[CH:6]=[CH:7][C:2]([C:32]4[CH:33]=[C:34]5[C:39](=[CH:40][CH:41]=4)[N:38]=[CH:37][CH:36]=[CH:35]5)=[CH:3][C:4]=3[F:23])[CH2:15]2)=[O:19])[CH2:22][CH2:21]1, predict the reactants needed to synthesize it. The reactants are: Br[C:2]1[CH:7]=[CH:6][C:5]([C:8]2[N:12]([CH2:13][CH:14]3[CH2:17][N:16]([C:18]([CH:20]4[CH2:22][CH2:21]4)=[O:19])[CH2:15]3)[CH:11]=[N:10][N:9]=2)=[C:4]([F:23])[CH:3]=1.CC1(C)C(C)(C)OB([C:32]2[CH:33]=[C:34]3[C:39](=[CH:40][CH:41]=2)[N:38]=[CH:37][CH:36]=[CH:35]3)O1. (3) Given the product [CH2:1]([O:3][C:14]([C:13]1[C:6]2[S:5][CH:9]=[CH:8][C:7]=2[CH:10]=[CH:11][CH:12]=1)=[O:15])[CH3:2], predict the reactants needed to synthesize it. The reactants are: [C:1](Cl)(=[O:3])[CH3:2].[S:5]1[CH:9]=[CH:8][C:7]2[CH:10]=[CH:11][CH:12]=[C:13]([C:14](O)=[O:15])[C:6]1=2. (4) Given the product [CH3:1][N:2]1[N:6]=[N:5][C:4]([C:7]2[CH:12]=[CH:11][C:10]([C:13]3[CH:18]=[CH:17][C:16]([N:19]4[CH2:23][C@@H:22]([CH2:24][N:34]([CH3:35])[CH3:33])[O:21][C:20]4=[O:30])=[CH:15][C:14]=3[F:31])=[CH:9][N:8]=2)=[N:3]1, predict the reactants needed to synthesize it. The reactants are: [CH3:1][N:2]1[N:6]=[N:5][C:4]([C:7]2[CH:12]=[CH:11][C:10]([C:13]3[CH:18]=[CH:17][C:16]([N:19]4[CH2:23][C@H:22]([CH2:24]OS(C)(=O)=O)[O:21][C:20]4=[O:30])=[CH:15][C:14]=3[F:31])=[CH:9][N:8]=2)=[N:3]1.Cl.[CH3:33][NH:34][CH3:35]. (5) Given the product [C:1]([O:5][C:6]([NH:8][C:9]([CH3:14])([C:11]([O:13][CH:15]1[CH2:19][CH2:18][CH2:17][CH2:16]1)=[O:12])[CH3:10])=[O:7])([CH3:4])([CH3:2])[CH3:3], predict the reactants needed to synthesize it. The reactants are: [C:1]([O:5][C:6]([NH:8][C:9]([CH3:14])([C:11]([OH:13])=[O:12])[CH3:10])=[O:7])([CH3:4])([CH3:3])[CH3:2].[CH:15]1(O)[CH2:19][CH2:18][CH2:17][CH2:16]1.CCN=C=NCCCN(C)C. (6) Given the product [CH2:1]([O:3][C:4]([C:6]1([C:9]2[CH:14]=[CH:13][C:12]([C:15]3[CH:20]=[CH:19][C:18]([C:21]4[O:25][N:24]=[C:23]([CH3:26])[C:22]=4[CH2:27][N:37]4[N:38]=[N:39][C:35]([C:29]5[CH:34]=[CH:33][CH:32]=[CH:31][CH:30]=5)=[N:36]4)=[CH:17][CH:16]=3)=[CH:11][CH:10]=2)[CH2:8][CH2:7]1)=[O:5])[CH3:2], predict the reactants needed to synthesize it. The reactants are: [CH2:1]([O:3][C:4]([C:6]1([C:9]2[CH:14]=[CH:13][C:12]([C:15]3[CH:20]=[CH:19][C:18]([C:21]4[O:25][N:24]=[C:23]([CH3:26])[C:22]=4[CH2:27]Br)=[CH:17][CH:16]=3)=[CH:11][CH:10]=2)[CH2:8][CH2:7]1)=[O:5])[CH3:2].[C:29]1([C:35]2[N:36]=[N:37][NH:38][N:39]=2)[CH:34]=[CH:33][CH:32]=[CH:31][CH:30]=1. (7) Given the product [CH2:20]1[C:21]2[C:26](=[CH:25][CH:24]=[CH:23][CH:22]=2)[CH2:27][CH2:28][N:19]1[CH2:18][CH:17]([OH:29])[CH2:16][O:15][C:14]1[CH:30]=[CH:31][CH:32]=[C:12]([N:8]2[CH2:9][CH2:10][C:5]3[CH:4]=[N:3][N:2]([CH3:1])[C:6]=3[CH2:7]2)[CH:13]=1, predict the reactants needed to synthesize it. The reactants are: [CH3:1][N:2]1[C:6]2[CH2:7][NH:8][CH2:9][CH2:10][C:5]=2[CH:4]=[N:3]1.Br[C:12]1[CH:13]=[C:14]([CH:30]=[CH:31][CH:32]=1)[O:15][CH2:16][CH:17]([OH:29])[CH2:18][N:19]1[CH2:28][CH2:27][C:26]2[C:21](=[CH:22][CH:23]=[CH:24][CH:25]=2)[CH2:20]1.C([O-])([O-])=O.[Cs+].[Cs+].CC(OC1C=CC=C(OC(C)C)C=1C1C(P(C2CCCCC2)C2CCCCC2)=CC=CC=1)C.